This data is from Reaction yield outcomes from USPTO patents with 853,638 reactions. The task is: Predict the reaction yield, written as a fraction of the theoretical maximum amount of product (1.0 means a 100% yield; for example, 0.34 means a 34% yield). (1) The reactants are [NH2:1][C:2]1[N:7]=[C:6](Cl)[N:5]=[C:4]([Cl:9])[N:3]=1.C(=O)([O-])[O-].[K+].[K+].[NH2:16][C:17]1[CH:22]=[CH:21][CH:20]=[CH:19][C:18]=1[C:23]1[CH:28]=[CH:27][CH:26]=[CH:25][CH:24]=1. The catalyst is CC(C)=O. The product is [C:18]1([C:23]2[CH:24]=[CH:25][CH:26]=[CH:27][CH:28]=2)[CH:19]=[CH:20][CH:21]=[CH:22][C:17]=1[NH:16][C:6]1[N:7]=[C:2]([NH2:1])[N:3]=[C:4]([Cl:9])[N:5]=1. The yield is 0.290. (2) The reactants are Cl.[CH2:2]([O:4][C:5](=[O:10])[C@H:6]([CH2:8][SH:9])[NH2:7])[CH3:3].[C:22]([O:21][C:19](O[C:19]([O:21][C:22]([CH3:25])([CH3:24])[CH3:23])=[O:20])=[O:20])([CH3:25])([CH3:24])[CH3:23].C(N(CC)CC)C.[CH2:33]([O:35][C:36](=[O:39])[CH2:37]Br)[CH3:34]. The catalyst is C(Cl)Cl. The product is [C:22]([O:21][C:19]([NH:7][C@H:6]([C:5]([O:4][CH2:2][CH3:3])=[O:10])[CH2:8][S:9][CH2:37][C:36]([O:35][CH2:33][CH3:34])=[O:39])=[O:20])([CH3:23])([CH3:24])[CH3:25]. The yield is 0.560. (3) The catalyst is C(#N)C. The product is [Br:15][C:9]1[C:8](=[O:10])[N:7]2[C:11]([CH3:14])=[CH:12][S:13][C:6]2=[N:5][C:4]=1[CH:2]([Br:1])[CH3:3]. The reactants are [Br:1][CH:2]([C:4]1[N:5]=[C:6]2[S:13][CH:12]=[C:11]([CH3:14])[N:7]2[C:8](=[O:10])[CH:9]=1)[CH3:3].[Br:15]N1C(=O)CCC1=O. The yield is 0.934. (4) The yield is 0.930. The reactants are [CH3:1][C:2]1([CH3:40])[C:10]2=[CH:11][C:12]3[NH:13][C:14]4[C:19]([C:20]=3[CH:21]=[C:9]2[C:8]2[C:3]1=[CH:4][CH:5]=[CH:6][CH:7]=2)=[CH:18][C:17]([C:22]1[CH:39]=[CH:38][C:37]2[C:36]3[C:31](=[CH:32][CH:33]=[CH:34][CH:35]=3)[C:30]3[C:25](=[CH:26][CH:27]=[CH:28][CH:29]=3)[C:24]=2[CH:23]=1)=[CH:16][CH:15]=4.Br[C:42]1[CH:47]=[CH:46][CH:45]=[CH:44][CH:43]=1.CC(C)([O-])C.[Na+].C(P(C(C)(C)C)C(C)(C)C)(C)(C)C. The catalyst is C1(C)C(C)=CC=CC=1.C([O-])(=O)C.[Pd+2].C([O-])(=O)C. The product is [CH3:1][C:2]1([CH3:40])[C:10]2=[CH:11][C:12]3[N:13]([C:42]4[CH:47]=[CH:46][CH:45]=[CH:44][CH:43]=4)[C:14]4[C:19]([C:20]=3[CH:21]=[C:9]2[C:8]2[C:3]1=[CH:4][CH:5]=[CH:6][CH:7]=2)=[CH:18][C:17]([C:22]1[CH:39]=[CH:38][C:37]2[C:36]3[C:31](=[CH:32][CH:33]=[CH:34][CH:35]=3)[C:30]3[C:25](=[CH:26][CH:27]=[CH:28][CH:29]=3)[C:24]=2[CH:23]=1)=[CH:16][CH:15]=4. (5) The catalyst is C(OCC)(=O)C. The yield is 0.940. The product is [NH2:1][C:4]1[CH:5]=[CH:6][C:7]([C:10]2[C:11]([NH2:15])=[N:12][O:13][N:14]=2)=[CH:8][CH:9]=1. The reactants are [N+:1]([C:4]1[CH:9]=[CH:8][C:7]([C:10]2[C:11]([NH2:15])=[N:12][O:13][N:14]=2)=[CH:6][CH:5]=1)([O-])=O.[Sn](Cl)Cl.O. (6) The reactants are I[CH2:2][C@H:3]([NH:8][S:9]([C:12]1[CH:18]=[CH:17][C:15]([CH3:16])=[CH:14][CH:13]=1)(=[O:11])=[O:10])[CH2:4][C:5]([OH:7])=[O:6].[N-:19]=[N+:20]=[N-:21].[Na+]. The catalyst is CC#N.O. The product is [CH2:14]([O:7][C:5](=[O:6])[CH2:4][C@@H:3]([NH:8][S:9]([C:12]1[CH:18]=[CH:17][C:15]([CH3:16])=[CH:14][CH:13]=1)(=[O:11])=[O:10])[CH2:2][N:19]=[N+:20]=[N-:21])[CH:15]([CH3:17])[CH3:16]. The yield is 0.980. (7) The reactants are [CH3:1]C1(C)CCCC(C)(C)N1.[Li]C(CC)C.[C:16]([O:20][C:21]([N:23]([C:31]1[C:36]([F:37])=[CH:35][CH:34]=[C:33]([Br:38])[C:32]=1[CH3:39])[C:24](=[O:30])[O:25][C:26]([CH3:29])([CH3:28])[CH3:27])=[O:22])([CH3:19])([CH3:18])[CH3:17].IC.[NH4+].[Cl-]. The catalyst is C1COCC1. The product is [C:16]([O:20][C:21]([N:23]([C:31]1[C:36]([F:37])=[C:35]([CH3:1])[CH:34]=[C:33]([Br:38])[C:32]=1[CH3:39])[C:24](=[O:30])[O:25][C:26]([CH3:29])([CH3:28])[CH3:27])=[O:22])([CH3:17])([CH3:18])[CH3:19]. The yield is 0.850. (8) The reactants are [CH3:1][O:2][C:3]1[CH:17]=[CH:16][C:6]([CH2:7][N:8]2[CH:12]=[C:11]([C:13]([OH:15])=O)[CH:10]=[N:9]2)=[CH:5][CH:4]=1.C(Cl)(=O)C(Cl)=O.Cl.[CH3:25][NH:26][O:27][CH3:28].CCN(CC)CC. The catalyst is C(Cl)Cl.CN(C=O)C. The product is [CH3:28][O:27][N:26]([CH3:25])[C:13]([C:11]1[CH:10]=[N:9][N:8]([CH2:7][C:6]2[CH:5]=[CH:4][C:3]([O:2][CH3:1])=[CH:17][CH:16]=2)[CH:12]=1)=[O:15]. The yield is 0.980. (9) The reactants are [F:1][C:2]1[CH:7]=[CH:6][C:5]([O:8][CH3:9])=[CH:4][C:3]=1[C:10]1[CH:15]=[CH:14][C:13]([C:16]([O:18][CH3:19])=[O:17])=[CH:12][C:11]=1[CH2:20][OH:21].[H-].[Na+].[CH2:24](I)[CH3:25]. The catalyst is CN(C=O)C.CCOC(C)=O. The product is [CH2:24]([O:21][CH2:20][C:11]1[CH:12]=[C:13]([C:16]([O:18][CH3:19])=[O:17])[CH:14]=[CH:15][C:10]=1[C:3]1[CH:4]=[C:5]([O:8][CH3:9])[CH:6]=[CH:7][C:2]=1[F:1])[CH3:25]. The yield is 0.790.